Regression. Given two drug SMILES strings and cell line genomic features, predict the synergy score measuring deviation from expected non-interaction effect. From a dataset of NCI-60 drug combinations with 297,098 pairs across 59 cell lines. (1) Drug 1: CC1CCC2CC(C(=CC=CC=CC(CC(C(=O)C(C(C(=CC(C(=O)CC(OC(=O)C3CCCCN3C(=O)C(=O)C1(O2)O)C(C)CC4CCC(C(C4)OC)O)C)C)O)OC)C)C)C)OC. Drug 2: CC12CCC3C(C1CCC2O)C(CC4=C3C=CC(=C4)O)CCCCCCCCCS(=O)CCCC(C(F)(F)F)(F)F. Cell line: NCI-H522. Synergy scores: CSS=1.01, Synergy_ZIP=-0.957, Synergy_Bliss=-1.22, Synergy_Loewe=-2.87, Synergy_HSA=-0.840. (2) Drug 1: CC1=C(C=C(C=C1)NC2=NC=CC(=N2)N(C)C3=CC4=NN(C(=C4C=C3)C)C)S(=O)(=O)N.Cl. Cell line: SNB-19. Drug 2: CCC1(CC2CC(C3=C(CCN(C2)C1)C4=CC=CC=C4N3)(C5=C(C=C6C(=C5)C78CCN9C7C(C=CC9)(C(C(C8N6C)(C(=O)OC)O)OC(=O)C)CC)OC)C(=O)OC)O.OS(=O)(=O)O. Synergy scores: CSS=35.3, Synergy_ZIP=5.55, Synergy_Bliss=8.63, Synergy_Loewe=-36.7, Synergy_HSA=7.63. (3) Drug 1: CC1=C2C(C(=O)C3(C(CC4C(C3C(C(C2(C)C)(CC1OC(=O)C(C(C5=CC=CC=C5)NC(=O)OC(C)(C)C)O)O)OC(=O)C6=CC=CC=C6)(CO4)OC(=O)C)O)C)O. Synergy scores: CSS=20.2, Synergy_ZIP=7.61, Synergy_Bliss=7.11, Synergy_Loewe=9.32, Synergy_HSA=2.79. Drug 2: C(CC(=O)O)C(=O)CN.Cl. Cell line: HCT116.